Dataset: Catalyst prediction with 721,799 reactions and 888 catalyst types from USPTO. Task: Predict which catalyst facilitates the given reaction. (1) Reactant: C([O:4][C:5]1[CH:10]=[CH:9][C:8]([CH:11]2[CH2:16][CH2:15][N:14]([C:17]([O:19][CH2:20][C:21]3[CH:26]=[CH:25][CH:24]=[CH:23][CH:22]=3)=[O:18])[CH2:13][CH:12]2[O:27][CH2:28][C:29]2[CH:30]=[CH:31][C:32]3[O:37][CH2:36][C:35](=[O:38])[N:34]([CH2:39][CH2:40][CH2:41][O:42][CH3:43])[C:33]=3[CH:44]=2)=[CH:7][CH:6]=1)C=C.C(=O)([O-])[O-].[K+].[K+]. Product: [OH:4][C:5]1[CH:10]=[CH:9][C:8]([CH:11]2[CH2:16][CH2:15][N:14]([C:17]([O:19][CH2:20][C:21]3[CH:22]=[CH:23][CH:24]=[CH:25][CH:26]=3)=[O:18])[CH2:13][CH:12]2[O:27][CH2:28][C:29]2[CH:30]=[CH:31][C:32]3[O:37][CH2:36][C:35](=[O:38])[N:34]([CH2:39][CH2:40][CH2:41][O:42][CH3:43])[C:33]=3[CH:44]=2)=[CH:7][CH:6]=1. The catalyst class is: 694. (2) Reactant: [NH2:1][C@H:2]([C:9]([OH:11])=[O:10])[CH2:3][C:4]1[N:8]=[CH:7][NH:6][CH:5]=1.N.[Cl:13][C:14]1[CH:21]=[CH:20][CH:19]=[C:18]([Cl:22])[C:15]=1[CH2:16]Cl. Product: [Cl:13][C:14]1[CH:21]=[CH:20][CH:19]=[C:18]([Cl:22])[C:15]=1[CH2:16][N:6]1[CH:7]=[N:8][C:4]([CH2:3][C@@H:2]([C:9]([OH:11])=[O:10])[NH2:1])=[CH:5]1. The catalyst class is: 1. (3) Reactant: Br[C:2]1[CH:3]=[C:4]2[C:9](=[CH:10][CH:11]=1)[CH:8]=[N:7][CH:6]=[C:5]2[Cl:12].C1(P(C2C=CC=CC=2)C2C=CC3C(=CC=CC=3)C=2C2C3C(=CC=CC=3)C=CC=2P(C2C=CC=CC=2)C2C=CC=CC=2)C=CC=CC=1.CC(C)([O-])C.[Na+].[NH:65]1[CH2:70][CH2:69][NH:68][CH2:67][C:66]1=[O:71]. Product: [Cl:12][C:5]1[C:4]2[C:9](=[CH:10][CH:11]=[C:2]([N:68]3[CH2:69][CH2:70][NH:65][C:66](=[O:71])[CH2:67]3)[CH:3]=2)[CH:8]=[N:7][CH:6]=1. The catalyst class is: 12. (4) Reactant: [Br:1][C:2]1[C:3](F)=[C:4]2[C:10]([NH:11][C:12]([C:14]3[CH:19]=[N:18][CH:17]=[CH:16][N:15]=3)=[O:13])=[CH:9][NH:8][C:5]2=[N:6][CH:7]=1.[NH:21]1[CH2:26][CH2:25][CH2:24][C@@H:23]([NH:27][C:28](=[O:34])[O:29][C:30]([CH3:33])([CH3:32])[CH3:31])[CH2:22]1. Product: [Br:1][C:2]1[C:3]([N:21]2[CH2:26][CH2:25][CH2:24][C@@H:23]([NH:27][C:28](=[O:34])[O:29][C:30]([CH3:32])([CH3:31])[CH3:33])[CH2:22]2)=[C:4]2[C:10]([NH:11][C:12]([C:14]3[CH:19]=[N:18][CH:17]=[CH:16][N:15]=3)=[O:13])=[CH:9][NH:8][C:5]2=[N:6][CH:7]=1. The catalyst class is: 114. (5) Reactant: [F:1][C:2]([F:7])([F:6])[C:3]([OH:5])=[O:4].[CH2:8]([O:15][C:16]([N:18]([CH2:26][CH:27]1[CH2:30][CH2:29][N:28]1C(OC(C)(C)C)=O)[CH:19]([CH2:24][CH3:25])[C:20]([O:22][CH3:23])=[O:21])=[O:17])[C:9]1[CH:14]=[CH:13][CH:12]=[CH:11][CH:10]=1. Product: [F:1][C:2]([F:7])([F:6])[C:3]([OH:5])=[O:4].[NH:28]1[CH2:29][CH2:30][CH:27]1[CH2:26][N:18]([C:16]([O:15][CH2:8][C:9]1[CH:10]=[CH:11][CH:12]=[CH:13][CH:14]=1)=[O:17])[CH:19]([CH2:24][CH3:25])[C:20]([O:22][CH3:23])=[O:21]. The catalyst class is: 4. (6) Reactant: [CH3:1][O:2][C:3]1[CH:4]=[C:5]2[C:9](=[C:10]([CH3:12])[CH:11]=1)[NH:8][C:7]([C:13]1[C:14]([CH3:20])=[N:15][N:16]([CH3:19])[C:17]=1[CH3:18])=[C:6]2[CH:21]=O.[CH3:23][NH:24][C:25]([NH:27][C:28]1[CH:29]=[CH:30][C:31]2[O:35][CH2:34][C:33](=[O:36])[C:32]=2[CH:37]=1)=[O:26].C([O-])([O-])=O.[Na+].[Na+]. Product: [CH3:1][O:2][C:3]1[CH:4]=[C:5]2[C:9](=[C:10]([CH3:12])[CH:11]=1)[NH:8][C:7]([C:13]1[C:14]([CH3:20])=[N:15][N:16]([CH3:19])[C:17]=1[CH3:18])=[C:6]2/[CH:21]=[C:34]1\[O:35][C:31]2[CH:30]=[CH:29][C:28]([NH:27][C:25]([NH:24][CH3:23])=[O:26])=[CH:37][C:32]=2[C:33]\1=[O:36]. The catalyst class is: 422. (7) Reactant: [CH3:1][O:2][C:3]1[CH:4]=[C:5]([CH:8]=[CH:9][N:10]=1)[C:6]#[N:7].N. Product: [CH3:1][O:2][C:3]1[CH:4]=[C:5]([CH2:6][NH2:7])[CH:8]=[CH:9][N:10]=1. The catalyst class is: 29. (8) Reactant: [C:1]([O:5][C:6]([N:8]1[CH2:11][CH2:10][C@H:9]1[C:12]([OH:14])=O)=[O:7])([CH3:4])([CH3:3])[CH3:2].ClC(OCC(C)C)=O.C(N(CC)CC)C.C[Si]([CH:34]=[N+:35]=[N-:36])(C)C.O.C(=O)(O)[O-].[Na+]. Product: [N+:35](=[CH:34][C:12]([C@@H:9]1[CH2:10][CH2:11][N:8]1[C:6]([O:5][C:1]([CH3:2])([CH3:3])[CH3:4])=[O:7])=[O:14])=[N-:36]. The catalyst class is: 54.